From a dataset of Peptide-MHC class II binding affinity with 134,281 pairs from IEDB. Regression. Given a peptide amino acid sequence and an MHC pseudo amino acid sequence, predict their binding affinity value. This is MHC class II binding data. (1) The peptide sequence is FIFFFLFNI. The MHC is DRB1_0901 with pseudo-sequence DRB1_0901. The binding affinity (normalized) is 0.444. (2) The MHC is HLA-DPA10103-DPB10301 with pseudo-sequence HLA-DPA10103-DPB10301. The binding affinity (normalized) is 0. The peptide sequence is IYECKGVTVKDVTIT.